Dataset: NCI-60 drug combinations with 297,098 pairs across 59 cell lines. Task: Regression. Given two drug SMILES strings and cell line genomic features, predict the synergy score measuring deviation from expected non-interaction effect. (1) Drug 1: C1CN1P(=S)(N2CC2)N3CC3. Drug 2: CC1=C(C(CCC1)(C)C)C=CC(=CC=CC(=CC(=O)O)C)C. Cell line: 786-0. Synergy scores: CSS=1.71, Synergy_ZIP=-6.04, Synergy_Bliss=-4.74, Synergy_Loewe=-12.3, Synergy_HSA=-5.93. (2) Drug 1: CC1CCC2CC(C(=CC=CC=CC(CC(C(=O)C(C(C(=CC(C(=O)CC(OC(=O)C3CCCCN3C(=O)C(=O)C1(O2)O)C(C)CC4CCC(C(C4)OC)OCCO)C)C)O)OC)C)C)C)OC. Drug 2: C1CN(P(=O)(OC1)NCCCl)CCCl. Cell line: HCC-2998. Synergy scores: CSS=9.91, Synergy_ZIP=5.37, Synergy_Bliss=12.3, Synergy_Loewe=13.2, Synergy_HSA=6.54. (3) Drug 1: CCN(CC)CCCC(C)NC1=C2C=C(C=CC2=NC3=C1C=CC(=C3)Cl)OC. Drug 2: N.N.Cl[Pt+2]Cl. Cell line: M14. Synergy scores: CSS=28.3, Synergy_ZIP=-5.98, Synergy_Bliss=0.650, Synergy_Loewe=-6.08, Synergy_HSA=-1.98. (4) Drug 1: C1CC(=O)NC(=O)C1N2CC3=C(C2=O)C=CC=C3N. Drug 2: C1CN(P(=O)(OC1)NCCCl)CCCl. Cell line: NCI-H322M. Synergy scores: CSS=3.45, Synergy_ZIP=0.609, Synergy_Bliss=1.87, Synergy_Loewe=2.88, Synergy_HSA=1.50. (5) Drug 1: CCC1=CC2CC(C3=C(CN(C2)C1)C4=CC=CC=C4N3)(C5=C(C=C6C(=C5)C78CCN9C7C(C=CC9)(C(C(C8N6C)(C(=O)OC)O)OC(=O)C)CC)OC)C(=O)OC.C(C(C(=O)O)O)(C(=O)O)O. Drug 2: CCCCCOC(=O)NC1=NC(=O)N(C=C1F)C2C(C(C(O2)C)O)O. Cell line: HOP-62. Synergy scores: CSS=24.9, Synergy_ZIP=-0.579, Synergy_Bliss=3.58, Synergy_Loewe=-33.4, Synergy_HSA=1.74. (6) Drug 1: COC1=NC(=NC2=C1N=CN2C3C(C(C(O3)CO)O)O)N. Drug 2: CCC1(CC2CC(C3=C(CCN(C2)C1)C4=CC=CC=C4N3)(C5=C(C=C6C(=C5)C78CCN9C7C(C=CC9)(C(C(C8N6C)(C(=O)OC)O)OC(=O)C)CC)OC)C(=O)OC)O.OS(=O)(=O)O. Cell line: U251. Synergy scores: CSS=34.5, Synergy_ZIP=-1.22, Synergy_Bliss=-2.60, Synergy_Loewe=-2.85, Synergy_HSA=-2.64. (7) Drug 1: C1=CC(=CC=C1CCC2=CNC3=C2C(=O)NC(=N3)N)C(=O)NC(CCC(=O)O)C(=O)O. Drug 2: C1=CC=C(C=C1)NC(=O)CCCCCCC(=O)NO. Cell line: BT-549. Synergy scores: CSS=11.4, Synergy_ZIP=-0.715, Synergy_Bliss=0.562, Synergy_Loewe=-2.21, Synergy_HSA=1.27. (8) Drug 1: CC1OCC2C(O1)C(C(C(O2)OC3C4COC(=O)C4C(C5=CC6=C(C=C35)OCO6)C7=CC(=C(C(=C7)OC)O)OC)O)O. Drug 2: B(C(CC(C)C)NC(=O)C(CC1=CC=CC=C1)NC(=O)C2=NC=CN=C2)(O)O. Cell line: OVCAR3. Synergy scores: CSS=34.5, Synergy_ZIP=-7.83, Synergy_Bliss=-2.16, Synergy_Loewe=-2.75, Synergy_HSA=-1.13. (9) Drug 1: CC1CCC2CC(C(=CC=CC=CC(CC(C(=O)C(C(C(=CC(C(=O)CC(OC(=O)C3CCCCN3C(=O)C(=O)C1(O2)O)C(C)CC4CCC(C(C4)OC)O)C)C)O)OC)C)C)C)OC. Drug 2: C1=NNC2=C1C(=O)NC=N2. Cell line: OVCAR-8. Synergy scores: CSS=21.4, Synergy_ZIP=-6.82, Synergy_Bliss=1.65, Synergy_Loewe=-14.9, Synergy_HSA=-0.0558.